From a dataset of Reaction yield outcomes from USPTO patents with 853,638 reactions. Predict the reaction yield, written as a fraction of the theoretical maximum amount of product (1.0 means a 100% yield; for example, 0.34 means a 34% yield). (1) The reactants are [O:1]=[C:2]1[NH:8][C:7]2[CH:9]=[CH:10][CH:11]=[CH:12][C:6]=2[CH2:5][CH2:4][C@@H:3]1[NH:13][C:14](=[O:20])[O:15][C:16]([CH3:19])([CH3:18])[CH3:17].Cl[CH2:22][C:23]1[C:32]2[C:27](=[CH:28][CH:29]=[CH:30][CH:31]=2)[N:26]=[CH:25][C:24]=1[O:33][CH3:34].C([O-])([O-])=O.[Cs+].[Cs+].[Na+].[I-]. The catalyst is O.CN(C=O)C. The product is [C:16]([O:15][C:14](=[O:20])[NH:13][C@@H:3]1[C:2](=[O:1])[N:8]([CH2:22][C:23]2[C:32]3[C:27](=[CH:28][CH:29]=[CH:30][CH:31]=3)[N:26]=[CH:25][C:24]=2[O:33][CH3:34])[C:7]2[CH:9]=[CH:10][CH:11]=[CH:12][C:6]=2[CH2:5][CH2:4]1)([CH3:17])([CH3:19])[CH3:18]. The yield is 0.630. (2) The yield is 0.530. The reactants are [Cl:1][C:2]1[CH:7]=[CH:6][C:5]([N:8]([C:16]([C:18]2[O:19][CH:20]=[CH:21][CH:22]=2)=[O:17])C(=O)OC(C)(C)C)=[C:4](I)[CH:3]=1.C1(P(C2CCCCC2)C2CCCCC2)CCCCC1.C([O-])([O-])=O.[K+].[K+]. The catalyst is C([O-])(=O)C.[Pd+2].C([O-])(=O)C.CN(C)C(=O)C. The product is [Cl:1][C:2]1[CH:3]=[CH:4][C:5]2[NH:8][C:16](=[O:17])[C:18]3[O:19][CH:20]=[CH:21][C:22]=3[C:6]=2[CH:7]=1. (3) The reactants are Br[C:2]1[N:7]=[N:6][C:5]([NH2:8])=[N:4][C:3]=1[C:9]1[CH:14]=[CH:13][CH:12]=[CH:11][CH:10]=1.[F:15][C:16]1[CH:17]=[C:18](B(O)O)[CH:19]=[C:20]([F:23])[C:21]=1[F:22]. No catalyst specified. The product is [C:9]1([C:3]2[N:4]=[C:5]([NH2:8])[N:6]=[N:7][C:2]=2[C:18]2[CH:17]=[C:16]([F:15])[C:21]([F:22])=[C:20]([F:23])[CH:19]=2)[CH:14]=[CH:13][CH:12]=[CH:11][CH:10]=1. The yield is 0.370. (4) The reactants are [N+:1]([C:4]1[S:8][C:7]([C:9]2[O:10][C:11]3[CH:16]=[CH:15][N:14]=[CH:13][C:12]=3[N:17]=2)=[CH:6][CH:5]=1)([O-])=O.[NH4+].[Cl-].C(OCC)(=O)C.CCN(CC)CC. The catalyst is CO.O.[Fe]. The product is [O:10]1[C:11]2[CH:16]=[CH:15][N:14]=[CH:13][C:12]=2[N:17]=[C:9]1[C:7]1[S:8][C:4]([NH2:1])=[CH:5][CH:6]=1. The yield is 0.700.